Task: Predict the product of the given reaction.. Dataset: Forward reaction prediction with 1.9M reactions from USPTO patents (1976-2016) (1) Given the reactants [C:1]([C:5]1[CH:10]=[CH:9][C:8]([S:11]([N:14]2[C:20]3[CH:21]=[C:22]([C:25](=[O:27])[CH3:26])[CH:23]=[CH:24][C:19]=3[NH:18][C:17]3[N:28]=[C:29]([C:32]([F:35])([F:34])[F:33])[CH:30]=[CH:31][C:16]=3[CH2:15]2)(=[O:13])=[O:12])=[CH:7][CH:6]=1)([CH3:4])([CH3:3])[CH3:2], predict the reaction product. The product is: [C:1]([C:5]1[CH:6]=[CH:7][C:8]([S:11]([N:14]2[C:20]3[CH:21]=[C:22]([CH:25]([OH:27])[CH3:26])[CH:23]=[CH:24][C:19]=3[NH:18][C:17]3[N:28]=[C:29]([C:32]([F:34])([F:35])[F:33])[CH:30]=[CH:31][C:16]=3[CH2:15]2)(=[O:12])=[O:13])=[CH:9][CH:10]=1)([CH3:2])([CH3:3])[CH3:4]. (2) Given the reactants C([O:5][C:6]1[CH:13]=[CH:12][C:9]([CH:10]=[CH2:11])=[CH:8][CH:7]=1)(C)(C)C.[CH2:14]=[CH:15][C:16]1[CH:21]=[CH:20][CH:19]=[CH:18][CH:17]=1.COCC(O)C.N(C(C)(C)C#N)=NC(C)(C)C#N.S(=O)(=O)(O)O.OC=CC1C=CC=CC=1, predict the reaction product. The product is: [OH:5][C:6]1[CH:13]=[CH:12][C:9]([CH:10]=[CH2:11])=[CH:8][CH:7]=1.[CH2:14]=[CH:15][C:16]1[CH:21]=[CH:20][CH:19]=[CH:18][CH:17]=1. (3) The product is: [CH3:20][O:19][C:13]1[CH:12]=[C:11]([C:9](=[O:10])[C:8]#[C:2][C:3]([O:5][CH2:6][CH3:7])=[O:4])[CH:16]=[CH:15][C:14]=1[O:17][CH3:18]. Given the reactants Br[CH:2]([CH:8](Br)[C:9]([C:11]1[CH:16]=[CH:15][C:14]([O:17][CH3:18])=[C:13]([O:19][CH3:20])[CH:12]=1)=[O:10])[C:3]([O:5][CH2:6][CH3:7])=[O:4].C(N(CC)CC)C.COC1C=C(C(=O)C#CC(OC)=O)C=CC=1OC, predict the reaction product. (4) Given the reactants [NH2:1][C:2]1[C:7]([F:8])=[C:6]([CH2:9][CH2:10][CH3:11])[N:5]=[C:4]([CH:12]=[O:13])[CH:3]=1.[Cl:14]N1C(C)(C)C(=O)N(Cl)C1=O, predict the reaction product. The product is: [NH2:1][C:2]1[C:7]([F:8])=[C:6]([CH2:9][CH2:10][CH3:11])[N:5]=[C:4]([CH:12]=[O:13])[C:3]=1[Cl:14]. (5) Given the reactants [F-].C([N+](CCCC)(CCCC)CCCC)CCC.[Cl:19][C:20]1[CH:21]=[CH:22][C:23]([CH:44]=[O:45])=[C:24]2[C:28]=1[N:27]=[C:26]1[N:29]([C:33]3[C:34]([CH2:42][CH3:43])=[N:35][C:36]([CH3:41])=[N:37][C:38]=3[CH2:39][CH3:40])[CH2:30][CH2:31][CH2:32][N:25]21.C[Si](C)(C)[C:48]([F:51])([F:50])[F:49].Cl.C(=O)([O-])O.[Na+], predict the reaction product. The product is: [Cl:19][C:20]1[C:28]2[N:27]=[C:26]3[N:29]([C:33]4[C:34]([CH2:42][CH3:43])=[N:35][C:36]([CH3:41])=[N:37][C:38]=4[CH2:39][CH3:40])[CH2:30][CH2:31][CH2:32][N:25]3[C:24]=2[C:23]([CH:44]([OH:45])[C:48]([F:51])([F:50])[F:49])=[CH:22][CH:21]=1. (6) Given the reactants CC1CN(C(=O)C(F)(F)F)CCC2N=C(O)C=CC1=2.O=P(Cl)(Cl)Cl.[Cl:25][C:26]1[CH:27]=[CH:28][C:29]2[CH:35]([CH3:36])[CH2:34][N:33](C(=O)C(F)(F)F)[CH2:32][CH2:31][C:30]=2[N:43]=1.C([O-])([O-])=O.[K+].[K+], predict the reaction product. The product is: [Cl:25][C:26]1[CH:27]=[CH:28][C:29]2[CH:35]([CH3:36])[CH2:34][NH:33][CH2:32][CH2:31][C:30]=2[N:43]=1. (7) Given the reactants [Cl:1][C:2]1[CH:7]=[CH:6][N:5]=[C:4]([C:8]([O:10]C)=O)[CH:3]=1.[CH3:12][NH2:13].C1COCC1, predict the reaction product. The product is: [Cl:1][C:2]1[CH:7]=[CH:6][N:5]=[C:4]([C:8]([NH:13][CH3:12])=[O:10])[CH:3]=1.